Dataset: Full USPTO retrosynthesis dataset with 1.9M reactions from patents (1976-2016). Task: Predict the reactants needed to synthesize the given product. (1) The reactants are: N[C:2]1[N:6]([CH2:7][C:8]2[CH:13]=[C:12]([C:14]([F:17])([F:16])[F:15])[CH:11]=[C:10]([C:18]([F:21])([F:20])[F:19])[CH:9]=2)[CH:5]=[N:4][C:3]=1[C:22]#[N:23].C(I)[I:25].N(OCCC(C)C)=O. Given the product [F:19][C:18]([F:21])([F:20])[C:10]1[CH:9]=[C:8]([CH:13]=[C:12]([C:14]([F:17])([F:16])[F:15])[CH:11]=1)[CH2:7][N:6]1[C:2]([I:25])=[C:3]([C:22]#[N:23])[N:4]=[CH:5]1, predict the reactants needed to synthesize it. (2) Given the product [CH:5]1[C:1]([N+:2]([O-:4])=[O:3])=[C:15]([NH2:19])[C:11]([N+:12]([O-:14])=[O:13])=[CH:10][C:6]=1[N+:7]([O-:9])=[O:8], predict the reactants needed to synthesize it. The reactants are: [C:1]1([C:15]([O-])=[C:11]([N+:12]([O-:14])=[O:13])[CH:10]=[C:6]([N+:7]([O-:9])=[O:8])[CH:5]=1)[N+:2]([O-:4])=[O:3].[NH4+].C(=O)([O-])[NH2:19].[NH4+].O. (3) Given the product [O:20]=[C:16]1[C:17]2[C:13](=[CH:12][C:11]([C:9]3[S:10][C:6]([CH:2]=[O:1])=[CH:7][CH:8]=3)=[CH:19][CH:18]=2)[CH2:14][O:15]1, predict the reactants needed to synthesize it. The reactants are: [O:1]1CCO[CH:2]1[C:6]1[S:10][C:9]([C:11]2[CH:12]=[C:13]3[C:17](=[CH:18][CH:19]=2)[C:16](=[O:20])[O:15][CH2:14]3)=[CH:8][CH:7]=1. (4) Given the product [F:1][C:2]1[CH:3]=[C:4]([N:8]2[CH2:12][CH:11]([CH2:13][O:14][C:15](=[O:17])[CH3:16])[O:10][C:9]2=[O:18])[CH:5]=[CH:6][C:7]=1[I:19], predict the reactants needed to synthesize it. The reactants are: [F:1][C:2]1[CH:3]=[C:4]([N:8]2[CH2:12][C@H:11]([CH2:13][O:14][C:15](=[O:17])[CH3:16])[O:10][C:9]2=[O:18])[CH:5]=[CH:6][CH:7]=1.[I:19]I. (5) The reactants are: [C:1]1([C:7](=[N:12]O)[C:8](=[O:11])[CH2:9][CH3:10])[CH:6]=[CH:5][CH:4]=[CH:3][CH:2]=1. Given the product [NH2:12][CH:7]([C:1]1[CH:6]=[CH:5][CH:4]=[CH:3][CH:2]=1)[CH:8]([OH:11])[CH2:9][CH3:10], predict the reactants needed to synthesize it. (6) The reactants are: [CH3:1][O:2][C:3](=[O:16])[C:4]1[CH:9]=[CH:8][C:7]([CH2:10]Br)=[C:6]([C:12]([F:15])([F:14])[F:13])[CH:5]=1.[CH3:17][N:18]1[CH2:23][CH2:22][NH:21][CH2:20][CH2:19]1.C(=O)([O-])[O-].[K+].[K+]. Given the product [CH3:17][N:18]1[CH2:23][CH2:22][N:21]([CH2:10][C:7]2[CH:8]=[CH:9][C:4]([C:3]([O:2][CH3:1])=[O:16])=[CH:5][C:6]=2[C:12]([F:15])([F:14])[F:13])[CH2:20][CH2:19]1, predict the reactants needed to synthesize it. (7) Given the product [Cl:1][C:2]1[CH:7]=[CH:6][CH:5]=[CH:4][C:3]=1[C:8]1[O:12][N:11]=[CH:10][C:9]=1[C:13]([N:29]1[CH2:30][CH2:31][CH:27]([S:24]([C:21]2[CH:22]=[CH:23][C:18]([CH3:17])=[CH:19][CH:20]=2)(=[O:26])=[O:25])[CH2:28]1)=[O:15], predict the reactants needed to synthesize it. The reactants are: [Cl:1][C:2]1[CH:7]=[CH:6][CH:5]=[CH:4][C:3]=1[C:8]1[O:12][N:11]=[CH:10][C:9]=1[C:13]([OH:15])=O.Cl.[CH3:17][C:18]1[CH:23]=[CH:22][C:21]([S:24]([CH:27]2[CH2:31][CH2:30][NH:29][CH2:28]2)(=[O:26])=[O:25])=[CH:20][CH:19]=1. (8) Given the product [Cl:24][C:16]1[CH:17]=[C:18]([C:19]([N:31]2[CH2:32][CH2:28][CH2:29][CH2:30]2)=[O:21])[CH:22]=[CH:23][C:15]=1[CH2:14][N:11]1[CH2:12][CH2:13][N:8]([C:6]([O:5][C:1]([CH3:2])([CH3:4])[CH3:3])=[O:7])[CH2:9][CH2:10]1, predict the reactants needed to synthesize it. The reactants are: [C:1]([O:5][C:6]([N:8]1[CH2:13][CH2:12][N:11]([CH2:14][C:15]2[CH:23]=[CH:22][C:18]([C:19]([OH:21])=O)=[CH:17][C:16]=2[Cl:24])[CH2:10][CH2:9]1)=[O:7])([CH3:4])([CH3:3])[CH3:2].Cl.CN(C)[CH2:28][CH2:29][CH2:30][N:31]=[C:32]=NCC.ClCCl.N1CCCC1. (9) The reactants are: [OH:1][C:2]1[CH:11]=[CH:10][C:9]([C:12]([N:14]2[CH2:19][CH2:18][O:17][CH2:16][CH2:15]2)=[O:13])=[CH:8][C:3]=1[C:4]([O:6][CH3:7])=[O:5].C(=O)([O-])[O-].[Cs+].[Cs+].Br[CH2:27][C:28]1[CH:33]=[CH:32][C:31]([F:34])=[CH:30][C:29]=1[F:35]. Given the product [F:35][C:29]1[CH:30]=[C:31]([F:34])[CH:32]=[CH:33][C:28]=1[CH2:27][O:1][C:2]1[CH:11]=[CH:10][C:9]([C:12]([N:14]2[CH2:15][CH2:16][O:17][CH2:18][CH2:19]2)=[O:13])=[CH:8][C:3]=1[C:4]([O:6][CH3:7])=[O:5], predict the reactants needed to synthesize it. (10) Given the product [OH:1][C:2]1[CH:11]=[CH:10][CH:9]=[C:8]2[C:3]=1[CH:4]=[CH:5][C:6]([C:16]#[N:18])=[N:7]2, predict the reactants needed to synthesize it. The reactants are: [OH:1][C:2]1[CH:11]=[CH:10][CH:9]=[C:8]2[C:3]=1[CH:4]=[CH:5][CH:6]=[N+:7]2[O-].[C-]#N.[Na+].[CH2:16]([N:18](CC)CC)C.Cl[Si](C)(C)C.